This data is from Catalyst prediction with 721,799 reactions and 888 catalyst types from USPTO. The task is: Predict which catalyst facilitates the given reaction. (1) Reactant: [CH3:1][O:2][C:3]1[CH:12]=[CH:11][C:10]2[C:5](=[CH:6][N+:7]3[CH2:20][CH2:19][C:18]4[C:13](=[CH:14][C:15]5[O:23][CH2:22][O:21][C:16]=5[CH:17]=4)[C:8]=3[CH:9]=2)[C:4]=1[O:24][CH3:25].[Cl-].[C:27]([Mg]Br)#[C:28][CH3:29]. Product: [CH3:25][O:24][C:4]1[C:5]2[CH:6]([C:27]#[C:28][CH3:29])[N:7]3[CH2:20][CH2:19][C:18]4[C:13]([C:8]3=[CH:9][C:10]=2[CH:11]=[CH:12][C:3]=1[O:2][CH3:1])=[CH:14][C:15]1[O:23][CH2:22][O:21][C:16]=1[CH:17]=4. The catalyst class is: 27. (2) Reactant: [CH2:1]([C:3]1[CH:8]=[CH:7][C:6]([CH2:9][C:10]([O:12][CH2:13][CH3:14])=[O:11])=[CH:5][C:4]=1[O:15]C)[CH3:2].B(Br)(Br)Br. Product: [OH:15][C:4]1[CH:5]=[C:6]([CH2:9][C:10]([O:12][CH2:13][CH3:14])=[O:11])[CH:7]=[CH:8][C:3]=1[CH2:1][CH3:2]. The catalyst class is: 2. (3) Reactant: [CH:1](/[CH:4]1[C:12]2[C:7](=[CH:8][CH:9]=[CH:10][CH:11]=2)[CH2:6][CH2:5]1)=[CH:2]\[CH3:3]. Product: [CH2:1]([CH:4]1[C:12]2[C:7](=[CH:8][CH:9]=[CH:10][CH:11]=2)[CH2:6][CH2:5]1)[CH2:2][CH3:3]. The catalyst class is: 5. (4) Reactant: [C:1]1([C:7]2[CH:11]=[CH:10][NH:9][N:8]=2)[CH:6]=[CH:5][CH:4]=[CH:3][CH:2]=1.[CH3:12][O:13][C:14]1[CH:21]=[CH:20][C:17]([CH2:18]Cl)=[CH:16][CH:15]=1.C([O-])([O-])=O.[K+].[K+]. Product: [CH3:12][O:13][C:14]1[CH:21]=[CH:20][C:17]([CH2:18][N:9]2[CH:10]=[CH:11][C:7]([C:1]3[CH:2]=[CH:3][CH:4]=[CH:5][CH:6]=3)=[N:8]2)=[CH:16][CH:15]=1. The catalyst class is: 311. (5) Reactant: [NH2:1][CH2:2][CH2:3][CH2:4][CH2:5][OH:6].[C:7]([O:15][C:16]1[CH:17]=[C:18]([S:22](Cl)(=[O:24])=[O:23])[CH:19]=[CH:20][CH:21]=1)(=O)[C:8]1[CH:13]=[CH:12]C=CC=1.[CH2:26]1CCN2C(=NCCC2)CC1.[C:37]([OH:40])(=O)C. Product: [CH:8]1([CH2:7][O:15][C:16]2[CH:17]=[C:18]([S:22]([NH:1][CH2:2][CH2:3][CH2:4][CH2:5][O:6][CH2:26][O:40][CH3:37])(=[O:23])=[O:24])[CH:19]=[CH:20][CH:21]=2)[CH2:13][CH2:12]1. The catalyst class is: 5. (6) Reactant: [Cl:1][C:2]1[CH:7]=[C:6]([CH2:8]O)[CH:5]=[CH:4][N:3]=1.[Br:10]P(Br)(C1C=CC=CC=1)(C1C=CC=CC=1)C1C=CC=CC=1. Product: [Cl:1][C:2]1[CH:7]=[C:6]([CH2:8][Br:10])[CH:5]=[CH:4][N:3]=1. The catalyst class is: 4. (7) Reactant: F[C:2]1[CH:11]=[C:10]2[C:5]([CH:6]=[N:7][C:8]([NH:12][C@H:13]3[CH2:18][CH2:17][C@H:16]([OH:19])[CH2:15][CH2:14]3)=[N:9]2)=[CH:4][CH:3]=1.[CH3:20][O-:21].[Na+]. Product: [CH3:20][O:21][C:2]1[CH:11]=[C:10]2[C:5]([CH:6]=[N:7][C:8]([NH:12][C@H:13]3[CH2:18][CH2:17][C@H:16]([OH:19])[CH2:15][CH2:14]3)=[N:9]2)=[CH:4][CH:3]=1. The catalyst class is: 5. (8) Product: [C:2]([C:3]1[N:8]=[CH:7][N:6]=[C:5]([O:9][C:10]2[CH:11]=[C:12]3[C:16](=[CH:17][CH:18]=2)[N:15]([C:19]([NH:21][C:22]2[CH:26]=[C:25]([C:27]([F:29])([F:30])[F:28])[N:24]([CH3:31])[N:23]=2)=[O:20])[CH:14]=[CH:13]3)[CH:4]=1)(=[O:1])[NH2:86]. Reactant: [OH:1][CH2:2][C:3]1[N:8]=[CH:7][N:6]=[C:5]([O:9][C:10]2[CH:11]=[C:12]3[C:16](=[CH:17][CH:18]=2)[N:15]([C:19]([NH:21][C:22]2[CH:26]=[C:25]([C:27]([F:30])([F:29])[F:28])[N:24]([CH3:31])[N:23]=2)=[O:20])[CH:14]=[CH:13]3)[CH:4]=1.CC(OI1(OC(C)=O)(OC(C)=O)OC(=O)C2C=CC=CC1=2)=O.C([O-])(O)=O.[Na+].Cl([O-])=O.[Na+].P([O-])(O)(O)=O.[Na+].CC(=CC)C.P([O-])([O-])([O-])=O.C(Cl)(=O)C(Cl)=O.C[N:86](C=O)C.N.O1CCOCC1. The catalyst class is: 2. (9) Reactant: [CH3:1][O:2][C:3]([N:5]([C:19]1[C:28]([C:29]([O:31][CH3:32])=[O:30])=[C:27]2[C:22]([CH:23]3[CH2:33][CH:24]3[CH2:25][O:26]2)=[CH:21][CH:20]=1)[S:6]([C:9]1[CH:14]=[CH:13][C:12]([F:15])=[CH:11][C:10]=1[N+:16]([O-])=O)(=[O:8])=[O:7])=[O:4].C(O)(=O)C. Product: [CH3:1][O:2][C:3]([N:5]([C:19]1[C:28]([C:29]([O:31][CH3:32])=[O:30])=[C:27]2[C:22]([CH:23]3[CH2:33][CH:24]3[CH2:25][O:26]2)=[CH:21][CH:20]=1)[S:6]([C:9]1[CH:14]=[CH:13][C:12]([F:15])=[CH:11][C:10]=1[NH2:16])(=[O:7])=[O:8])=[O:4]. The catalyst class is: 490.